From a dataset of TCR-epitope binding with 47,182 pairs between 192 epitopes and 23,139 TCRs. Binary Classification. Given a T-cell receptor sequence (or CDR3 region) and an epitope sequence, predict whether binding occurs between them. (1) Result: 0 (the TCR does not bind to the epitope). The epitope is RPRGEVRFL. The TCR CDR3 sequence is CATSYPGTSGSYEQFF. (2) The epitope is LLQTGIHVRVSQPSL. The TCR CDR3 sequence is CASSRTSGYNEQFF. Result: 1 (the TCR binds to the epitope). (3) Result: 1 (the TCR binds to the epitope). The TCR CDR3 sequence is CASSPSLEGTANQPQHF. The epitope is SEVGPEHSLAEY. (4) The epitope is VLWAHGFEL. The TCR CDR3 sequence is CASSGGGEQYF. Result: 1 (the TCR binds to the epitope). (5) The epitope is LLWNGPMAV. The TCR CDR3 sequence is CASSWGDTYEQYF. Result: 1 (the TCR binds to the epitope). (6) The epitope is ELAGIGILTV. The TCR CDR3 sequence is CASSLWASHANEQFF. Result: 1 (the TCR binds to the epitope).